Task: Predict the reactants needed to synthesize the given product.. Dataset: Full USPTO retrosynthesis dataset with 1.9M reactions from patents (1976-2016) (1) Given the product [F:15][C:2]([F:1])([F:14])[C:3](=[O:13])[CH2:4][C:5]([C:7]1[CH:8]=[N:9][CH:10]=[CH:11][CH:12]=1)=[O:6].[OH:13][C:3]1([C:2]([F:15])([F:14])[F:1])[N:16]([C:18]2[N:19]=[CH:20][C:21]([NH:24][C:25]([CH:27]3[CH2:28][CH2:29][CH2:30][CH2:31][CH2:32]3)=[O:26])=[N:22][CH:23]=2)[N:17]=[C:5]([C:7]2[CH:8]=[N:9][CH:10]=[CH:11][CH:12]=2)[CH2:4]1, predict the reactants needed to synthesize it. The reactants are: [F:1][C:2]([F:15])([F:14])[C:3](=[O:13])[CH2:4][C:5]([C:7]1[CH:8]=[N:9][CH:10]=[CH:11][CH:12]=1)=[O:6].[NH:16]([C:18]1[N:19]=[CH:20][C:21]([NH:24][C:25]([CH:27]2[CH2:32][CH2:31][CH2:30][CH2:29][CH2:28]2)=[O:26])=[N:22][CH:23]=1)[NH2:17].Cl. (2) Given the product [CH:7]([OH:8])=[O:6].[Cl:36][C:31]1[C:30]([CH3:37])=[N:29][C:28]2[N:33]([N:34]=[C:26]3[CH2:25][N:24]([C:22]([C:16]4[CH:17]=[CH:18][C:19]([F:21])=[CH:20][C:15]=4[O:14][C@H:11]4[CH2:12][CH2:13][NH:9][CH2:10]4)=[O:23])[CH2:38][C:27]3=2)[C:32]=1[CH3:35], predict the reactants needed to synthesize it. The reactants are: Cl.C([O:6][C:7]([N:9]1[CH2:13][CH2:12][C@H:11]([O:14][C:15]2[CH:20]=[C:19]([F:21])[CH:18]=[CH:17][C:16]=2[C:22]([N:24]2[CH2:38][C:27]3=[C:28]4[N:33]([N:34]=[C:26]3[CH2:25]2)[C:32]([CH3:35])=[C:31]([Cl:36])[C:30]([CH3:37])=[N:29]4)=[O:23])[CH2:10]1)=[O:8])(C)(C)C. (3) The reactants are: [Cl:1][C:2]1[CH:45]=[CH:44][C:5]([CH2:6][C@H:7]([C:20]([N:22]2[CH:27]3[CH2:28][CH2:29][CH:23]2[CH2:24][CH:25]([N:30]([CH:38]2[CH2:43][CH2:42][CH2:41][CH2:40][CH2:39]2)[C:31]([N:33]([CH2:36][CH3:37])[CH2:34][CH3:35])=[O:32])[CH2:26]3)=[O:21])[NH:8][CH2:9][C@H:10]2[CH2:19][C:18]3[C:13](=[CH:14][CH:15]=[CH:16][CH:17]=3)[CH2:12][NH:11]2)=[CH:4][CH:3]=1.Cl. Given the product [ClH:1].[Cl:1][C:2]1[CH:3]=[CH:4][C:5]([CH2:6][C@H:7]([C:20]([N:22]2[CH:23]3[CH2:29][CH2:28][CH:27]2[CH2:26][CH:25]([N:30]([CH:38]2[CH2:43][CH2:42][CH2:41][CH2:40][CH2:39]2)[C:31]([N:33]([CH2:34][CH3:35])[CH2:36][CH3:37])=[O:32])[CH2:24]3)=[O:21])[NH:8][CH2:9][C@H:10]2[CH2:19][C:18]3[C:13](=[CH:14][CH:15]=[CH:16][CH:17]=3)[CH2:12][NH:11]2)=[CH:44][CH:45]=1, predict the reactants needed to synthesize it.